This data is from Full USPTO retrosynthesis dataset with 1.9M reactions from patents (1976-2016). The task is: Predict the reactants needed to synthesize the given product. (1) Given the product [CH2:14]([N:12]1[C@@H:11]([CH3:21])[CH2:10][N:9]2[C:22](=[O:23])[C:3]3[CH:4]=[CH:5][CH:6]=[CH:7][C:2]=3[CH2:1][C@@H:8]2[CH2:13]1)[C:15]1[CH:16]=[CH:17][CH:18]=[CH:19][CH:20]=1, predict the reactants needed to synthesize it. The reactants are: [CH2:1]([C@H:8]1[CH2:13][N:12]([CH2:14][C:15]2[CH:20]=[CH:19][CH:18]=[CH:17][CH:16]=2)[C@H:11]([CH3:21])[CH2:10][N:9]1[C:22](OC)=[O:23])[C:2]1[CH:7]=[CH:6][CH:5]=[CH:4][CH:3]=1.P(Cl)(Cl)(Cl)=O.O=P12OP3(OP(OP(O3)(O1)=O)(=O)O2)=O.CCOC(C)=O. (2) Given the product [Br:1][C:2]1[CH:3]=[N:4][C:5]2[N:6]([N:8]=[C:9]([C:11]([N:16]3[CH2:17][CH2:18][C:19]4[C:24](=[CH:23][CH:22]=[C:21]([C:25]5[CH:30]=[CH:29][N:28]=[CH:27][CH:26]=5)[CH:20]=4)[N:15]3[CH3:14])=[O:13])[CH:10]=2)[CH:7]=1, predict the reactants needed to synthesize it. The reactants are: [Br:1][C:2]1[CH:3]=[N:4][C:5]2[N:6]([N:8]=[C:9]([C:11]([OH:13])=O)[CH:10]=2)[CH:7]=1.[CH3:14][N:15]1[C:24]2[C:19](=[CH:20][C:21]([C:25]3[CH:30]=[CH:29][N:28]=[CH:27][CH:26]=3)=[CH:22][CH:23]=2)[CH2:18][CH2:17][NH:16]1. (3) Given the product [CH3:36][S:37]([O:19][CH2:18][CH2:17][CH2:16][S:13]([C:9]1[CH:10]=[CH:11][CH:12]=[C:7]([O:6][C:5]2[CH:20]=[CH:21][C:2]([F:1])=[C:3]([C:22]3[C:31]4[C:26](=[C:27]([C:32]([F:35])([F:34])[F:33])[CH:28]=[CH:29][CH:30]=4)[N:25]=[CH:24][N:23]=3)[CH:4]=2)[CH:8]=1)(=[O:15])=[O:14])(=[O:39])=[O:38], predict the reactants needed to synthesize it. The reactants are: [F:1][C:2]1[CH:21]=[CH:20][C:5]([O:6][C:7]2[CH:8]=[C:9]([S:13]([CH2:16][CH2:17][CH2:18][OH:19])(=[O:15])=[O:14])[CH:10]=[CH:11][CH:12]=2)=[CH:4][C:3]=1[C:22]1[C:31]2[C:26](=[C:27]([C:32]([F:35])([F:34])[F:33])[CH:28]=[CH:29][CH:30]=2)[N:25]=[CH:24][N:23]=1.[CH3:36][S:37](Cl)(=[O:39])=[O:38].C(N(CC)CC)C. (4) Given the product [F:1][C:2]1[CH:7]=[C:6]([F:8])[CH:5]=[CH:4][C:3]=1[C:9]1[N:10]=[C:11]2[N:15]([C:16]=1[C:24]1[CH:25]=[CH:26][C:27]3[N:28]([C:30]([CH:33]([CH3:35])[CH3:34])=[N:31][N:32]=3)[N:29]=1)[CH:14]=[CH:13][O:12]2, predict the reactants needed to synthesize it. The reactants are: [F:1][C:2]1[CH:7]=[C:6]([F:8])[CH:5]=[CH:4][C:3]=1[C:9]1[N:10]=[C:11]2[N:15]([C:16]=1I)[CH:14]=[CH:13][O:12]2.C([Mg]Cl)(C)C.I[C:24]1[CH:25]=[CH:26][C:27]2[N:28]([C:30]([CH:33]([CH3:35])[CH3:34])=[N:31][N:32]=2)[N:29]=1.